This data is from Catalyst prediction with 721,799 reactions and 888 catalyst types from USPTO. The task is: Predict which catalyst facilitates the given reaction. (1) Product: [CH:17]([C:15]1[NH:14][N:13]=[C:12]([NH:11][C:4]2[C:5]3[CH2:10][CH2:9][CH2:8][C:6]=3[N:7]=[C:2]([N:20]3[CH2:27][CH2:26][CH2:25][CH:21]3[C:22]([OH:24])=[O:23])[N:3]=2)[CH:16]=1)([CH3:19])[CH3:18]. Reactant: Cl[C:2]1[N:3]=[C:4]([NH:11][C:12]2[CH:16]=[C:15]([CH:17]([CH3:19])[CH3:18])[NH:14][N:13]=2)[C:5]2[CH2:10][CH2:9][CH2:8][C:6]=2[N:7]=1.[NH:20]1[CH2:27][CH2:26][CH2:25][C@H:21]1[C:22]([OH:24])=[O:23].[OH-].[Na+].C(N(CC)C(C)C)(C)C. The catalyst class is: 12. (2) Reactant: [NH2:1][C:2]1[CH:10]=[CH:9][CH:8]=[C:7]2[C:3]=1[C:4](=[O:20])[N:5]([CH:12]1[CH2:17][CH2:16][C:15](=[O:18])[NH:14][C:13]1=[O:19])[C:6]2=[O:11].[O:21]1[CH:25]=[CH:24][CH:23]=[C:22]1[C:26](Cl)=[O:27]. Product: [O:19]=[C:13]1[CH:12]([N:5]2[C:4](=[O:20])[C:3]3[C:7](=[CH:8][CH:9]=[CH:10][C:2]=3[NH:1][C:26]([C:22]3[O:21][CH:25]=[CH:24][CH:23]=3)=[O:27])[C:6]2=[O:11])[CH2:17][CH2:16][C:15](=[O:18])[NH:14]1. The catalyst class is: 1. (3) Reactant: C1(N[C:5](=[O:25])[C:6]2[CH:11]=[CH:10][C:9]([CH3:12])=[C:8]([N:13]3[CH:22]=[CH:21][C:20]4[C:15](=[CH:16][C:17]([OH:23])=[CH:18][CH:19]=4)[C:14]3=[O:24])[CH:7]=2)CC1.C(OCC)(=[O:28])C. Product: [OH:23][C:17]1[CH:16]=[C:15]2[C:20]([CH:21]=[CH:22][N:13]([C:8]3[CH:7]=[C:6]([CH:11]=[CH:10][C:9]=3[CH3:12])[C:5]([OH:28])=[O:25])[C:14]2=[O:24])=[CH:19][CH:18]=1. The catalyst class is: 201. (4) Reactant: [O:1]([C:8]1[CH:9]=[C:10]([OH:18])[CH:11]=[C:12]([C:14]([F:17])([F:16])[F:15])[CH:13]=1)[C:2]1[CH:7]=[CH:6][CH:5]=[CH:4][CH:3]=1.CCN(C(C)C)C(C)C.[F:28][C:29]([F:42])([F:41])[S:30](O[S:30]([C:29]([F:42])([F:41])[F:28])(=[O:32])=[O:31])(=[O:32])=[O:31].O. Product: [O:1]([C:8]1[CH:9]=[C:10]([O:18][S:30]([C:29]([F:42])([F:41])[F:28])(=[O:32])=[O:31])[CH:11]=[C:12]([C:14]([F:15])([F:16])[F:17])[CH:13]=1)[C:2]1[CH:3]=[CH:4][CH:5]=[CH:6][CH:7]=1. The catalyst class is: 2.